This data is from Peptide-MHC class II binding affinity with 134,281 pairs from IEDB. The task is: Regression. Given a peptide amino acid sequence and an MHC pseudo amino acid sequence, predict their binding affinity value. This is MHC class II binding data. (1) The peptide sequence is CPKYVRSAKLRMVTGLRNIPS. The MHC is DRB1_1501 with pseudo-sequence DRB1_1501. The binding affinity (normalized) is 0. (2) The peptide sequence is QVPLVQQQQYLGQQQP. The MHC is DRB1_0701 with pseudo-sequence DRB1_0701. The binding affinity (normalized) is 0. (3) The peptide sequence is RDSDDWLNKYSYYPE. The MHC is HLA-DQA10201-DQB10301 with pseudo-sequence HLA-DQA10201-DQB10301. The binding affinity (normalized) is 0.254. (4) The peptide sequence is DFILATDIAEMGANL. The MHC is DRB1_1302 with pseudo-sequence DRB1_1302. The binding affinity (normalized) is 0.409. (5) The peptide sequence is LVGPTPVNIIGRNLLTQIGC. The MHC is DRB1_0301 with pseudo-sequence DRB1_0301. The binding affinity (normalized) is 0.135. (6) The binding affinity (normalized) is 0.629. The MHC is DRB1_0401 with pseudo-sequence DRB1_0401. The peptide sequence is SQDLELSWNLYGLQAY. (7) The peptide sequence is NIQIRLPWYSYLYAV. The MHC is HLA-DQA10102-DQB10602 with pseudo-sequence HLA-DQA10102-DQB10602. The binding affinity (normalized) is 0.165. (8) The peptide sequence is KEPIVGAETFYVDGA. The MHC is DRB1_0802 with pseudo-sequence DRB1_0802. The binding affinity (normalized) is 0.729.